This data is from Catalyst prediction with 721,799 reactions and 888 catalyst types from USPTO. The task is: Predict which catalyst facilitates the given reaction. (1) Reactant: [N+:1]([C:4]1[CH:9]=[CH:8][C:7]([CH2:10][C:11]([OH:13])=[O:12])=[CH:6][CH:5]=1)([O-])=O.OS(O)(=O)=O.[CH2:19](O)[CH3:20]. The catalyst class is: 45. Product: [NH2:1][C:4]1[CH:9]=[CH:8][C:7]([CH2:10][C:11]([O:13][CH2:19][CH3:20])=[O:12])=[CH:6][CH:5]=1. (2) Product: [CH2:1]([O:3][C:4]([C:6]1[CH:11]=[CH:10][C:9]([C:13]([F:16])([F:15])[F:14])=[C:8]([C:1]([O:3][CH2:4][CH3:6])=[CH2:2])[N:7]=1)=[O:5])[CH3:2]. Reactant: [CH2:1]([O:3][C:4]([C:6]1[C:11](Cl)=[CH:10][C:9]([C:13]([F:16])([F:15])[F:14])=[CH:8][N:7]=1)=[O:5])[CH3:2]. The catalyst class is: 77. (3) Reactant: [Br:1][C:2]1[N:7]=[C:6]([C:8]([CH3:13])([CH3:12])[C:9]([OH:11])=O)[CH:5]=[CH:4][CH:3]=1.[CH3:14][N:15]1[CH:19]=[C:18]([NH2:20])[CH:17]=[N:16]1.CN(C1C=CC=CN=1)C.Cl.CN(C)CCCN=C=NCC. Product: [Br:1][C:2]1[N:7]=[C:6]([C:8]([CH3:13])([CH3:12])[C:9]([NH:20][C:18]2[CH:17]=[N:16][N:15]([CH3:14])[CH:19]=2)=[O:11])[CH:5]=[CH:4][CH:3]=1. The catalyst class is: 9. (4) Reactant: [F:1][C:2]1[CH:27]=[C:26]([F:28])[CH:25]=[CH:24][C:3]=1[CH2:4][N:5]1[C:14]([C:15]2[CH:20]=[CH:19][C:18]([OH:21])=[CH:17][CH:16]=2)=[CH:13][C:12]2[C:7](=[CH:8][C:9]([F:22])=[CH:10][CH:11]=2)[C:6]1=[O:23].[C:29]1(B(O)O)[CH:34]=[CH:33][CH:32]=[CH:31][CH:30]=1.C(N(CC)CC)C. Product: [F:1][C:2]1[CH:27]=[C:26]([F:28])[CH:25]=[CH:24][C:3]=1[CH2:4][N:5]1[C:14]([C:15]2[CH:16]=[CH:17][C:18]([O:21][C:29]3[CH:34]=[CH:33][CH:32]=[CH:31][CH:30]=3)=[CH:19][CH:20]=2)=[CH:13][C:12]2[C:7](=[CH:8][C:9]([F:22])=[CH:10][CH:11]=2)[C:6]1=[O:23]. The catalyst class is: 302. (5) Reactant: Br[C:2]1[CH:10]=[C:9]2[C:5]([C:6]([C:16]#[N:17])=[CH:7][N:8]2[CH:11]2[CH2:15][CH2:14][CH2:13][CH2:12]2)=[CH:4][C:3]=1[F:18].[CH3:19][Zn]C.C1(C)C=CC=CC=1. Product: [CH:11]1([N:8]2[C:9]3[C:5](=[CH:4][C:3]([F:18])=[C:2]([CH3:19])[CH:10]=3)[C:6]([C:16]#[N:17])=[CH:7]2)[CH2:15][CH2:14][CH2:13][CH2:12]1. The catalyst class is: 12. (6) Reactant: [Cl:1][C:2]1[CH:3]=[CH:4][C:5]([O:16][CH2:17][CH:18]([CH3:20])[CH3:19])=[C:6]([CH2:8][C:9]2[O:13][C:12]([CH2:14][OH:15])=[CH:11][CH:10]=2)[CH:7]=1.CC(OI1(OC(C)=O)(OC(C)=O)OC(=O)C2C=CC=CC1=2)=O. Product: [Cl:1][C:2]1[CH:3]=[CH:4][C:5]([O:16][CH2:17][CH:18]([CH3:20])[CH3:19])=[C:6]([CH2:8][C:9]2[O:13][C:12]([CH:14]=[O:15])=[CH:11][CH:10]=2)[CH:7]=1. The catalyst class is: 4. (7) The catalyst class is: 7. Reactant: [F:1][C:2]1[CH:3]=[CH:4][C:5]([CH3:30])=[C:6]([C:8]2[CH:17]=[C:16]3[C:11]([CH:12]=[C:13]([NH:18][C:19]4[CH:20]=[C:21]([CH:26]=[C:27]([CH3:29])[N:28]=4)[C:22](OC)=[O:23])[N:14]=[CH:15]3)=[CH:10][CH:9]=2)[CH:7]=1.[AlH4-].[Li+]. Product: [F:1][C:2]1[CH:3]=[CH:4][C:5]([CH3:30])=[C:6]([C:8]2[CH:17]=[C:16]3[C:11]([CH:12]=[C:13]([NH:18][C:19]4[CH:20]=[C:21]([CH2:22][OH:23])[CH:26]=[C:27]([CH3:29])[N:28]=4)[N:14]=[CH:15]3)=[CH:10][CH:9]=2)[CH:7]=1. (8) Reactant: F[C:2]1[C:27]([N+:28]([O-:30])=[O:29])=[CH:26][CH:25]=[CH:24][C:3]=1[C:4]([NH:6][C:7]1[N:8]([CH3:23])[N:9]=[C:10]([C:16]([F:22])([F:21])[C:17]([F:20])([F:19])[F:18])[C:11]=1[C:12]([F:15])([F:14])[F:13])=[O:5].[C:31](=O)([O-])[O-:32].[K+].[K+]. Product: [CH3:31][O:32][C:2]1[C:27]([N+:28]([O-:30])=[O:29])=[CH:26][CH:25]=[CH:24][C:3]=1[C:4]([NH:6][C:7]1[N:8]([CH3:23])[N:9]=[C:10]([C:16]([F:22])([F:21])[C:17]([F:19])([F:20])[F:18])[C:11]=1[C:12]([F:13])([F:15])[F:14])=[O:5]. The catalyst class is: 5. (9) Reactant: [C:1]([O:5][C:6](=[O:29])[N:7]([CH2:9][CH2:10][C:11]1[CH:16]=[C:15]([F:17])[CH:14]=[CH:13][C:12]=1[S:18][Si](C(C)C)(C(C)C)C(C)C)[CH3:8])([CH3:4])([CH3:3])[CH3:2].F.F.F.C(N(CC)CC)C. Product: [C:1]([O:5][C:6](=[O:29])[N:7]([CH2:9][CH2:10][C:11]1[CH:16]=[C:15]([F:17])[CH:14]=[CH:13][C:12]=1[SH:18])[CH3:8])([CH3:4])([CH3:2])[CH3:3]. The catalyst class is: 1. (10) Reactant: [Br:1][C:2]1[CH:3]=[CH:4][C:5]2=[C:6]([CH:18]=1)[NH:7][C:8](=O)[CH2:9][C:10]([C:12]([O:14][CH2:15][CH3:16])=[O:13])=[CH:11]2.COC1C=CC(P2(SP(C3C=CC(OC)=CC=3)(=S)S2)=[S:28])=CC=1. Product: [Br:1][C:2]1[CH:3]=[CH:4][C:5]2=[C:6]([CH:18]=1)[NH:7][C:8](=[S:28])[CH2:9][C:10]([C:12]([O:14][CH2:15][CH3:16])=[O:13])=[CH:11]2. The catalyst class is: 12.